From a dataset of Peptide-MHC class II binding affinity with 134,281 pairs from IEDB. Regression. Given a peptide amino acid sequence and an MHC pseudo amino acid sequence, predict their binding affinity value. This is MHC class II binding data. (1) The peptide sequence is AAATAETTVYGAFAA. The MHC is HLA-DQA10401-DQB10402 with pseudo-sequence HLA-DQA10401-DQB10402. The binding affinity (normalized) is 0.524. (2) The binding affinity (normalized) is 0.731. The peptide sequence is FIAFLRFLAIPPTAG. The MHC is DRB1_0401 with pseudo-sequence DRB1_0401. (3) The peptide sequence is QKKYIYNLIMNTQNK. The MHC is DRB1_1302 with pseudo-sequence DRB1_1302. The binding affinity (normalized) is 0.633. (4) The peptide sequence is VIPAGELQVIEKVDA. The MHC is DRB1_0401 with pseudo-sequence DRB1_0401. The binding affinity (normalized) is 0.235. (5) The peptide sequence is ENPVVKFFKNIVTPR. The MHC is DRB1_1501 with pseudo-sequence DRB1_1501. The binding affinity (normalized) is 0.820. (6) The peptide sequence is LSDISLKLTSGKIAS. The MHC is DRB1_0401 with pseudo-sequence DRB1_0401. The binding affinity (normalized) is 0.216. (7) The peptide sequence is GNQNFLTVFDSTSCN. The MHC is DRB1_0401 with pseudo-sequence DRB1_0401. The binding affinity (normalized) is 0.548. (8) The peptide sequence is AASGADGTYDITKLG. The MHC is DRB1_0405 with pseudo-sequence DRB1_0405. The binding affinity (normalized) is 0.0720. (9) The peptide sequence is GLGWYKIEIDQDHQE. The MHC is DRB5_0101 with pseudo-sequence DRB5_0101. The binding affinity (normalized) is 0.418. (10) The peptide sequence is FDPYGATISATPESA. The MHC is DRB1_1501 with pseudo-sequence DRB1_1501. The binding affinity (normalized) is 0.0682.